Predict the reactants needed to synthesize the given product. From a dataset of Full USPTO retrosynthesis dataset with 1.9M reactions from patents (1976-2016). (1) Given the product [N:1]1([CH2:21][CH2:22][CH2:23][OH:24])[C:5]2[CH:6]=[CH:7][CH:8]=[CH:9][C:4]=2[N:3]=[CH:2]1, predict the reactants needed to synthesize it. The reactants are: [N:1]1[C:5]2[CH:6]=[CH:7][CH:8]=[CH:9][C:4]=2[NH:3][CH:2]=1.CC(C)([O-])C.[K+].CS(C)=O.Cl[CH2:21][CH2:22][CH2:23][OH:24]. (2) The reactants are: [CH3:1][O:2][C:3]1[CH:4]=[C:5]([C:11]2[C:12](=O)[NH:13][N:14]=[C:15]([CH3:24])[C:16]=2[C:17]2[CH:22]=[CH:21][C:20]([F:23])=[CH:19][CH:18]=2)[CH:6]=[C:7]([O:9][CH3:10])[CH:8]=1.P(Cl)(Cl)([Cl:28])=O. Given the product [Cl:28][C:12]1[N:13]=[N:14][C:15]([CH3:24])=[C:16]([C:17]2[CH:22]=[CH:21][C:20]([F:23])=[CH:19][CH:18]=2)[C:11]=1[C:5]1[CH:4]=[C:3]([O:2][CH3:1])[CH:8]=[C:7]([O:9][CH3:10])[CH:6]=1, predict the reactants needed to synthesize it. (3) Given the product [Cl:25][C:8]1[C:7]([CH3:26])=[C:6]([C:27](=[O:29])[CH3:28])[C:5]([O:4][CH2:3][CH2:2][N:35]2[CH2:36][CH2:37][CH:32]([F:31])[CH2:33][CH2:34]2)=[C:10]([O:11][CH2:12][CH2:13][CH:14]([C:16]2[CH:21]=[CH:20][C:19]([F:22])=[CH:18][CH:17]=2)[CH3:15])[C:9]=1[O:23][CH3:24], predict the reactants needed to synthesize it. The reactants are: Br[CH2:2][CH2:3][O:4][C:5]1[C:10]([O:11][CH2:12][CH2:13][CH:14]([C:16]2[CH:21]=[CH:20][C:19]([F:22])=[CH:18][CH:17]=2)[CH3:15])=[C:9]([O:23][CH3:24])[C:8]([Cl:25])=[C:7]([CH3:26])[C:6]=1[C:27](=[O:29])[CH3:28].Cl.[F:31][CH:32]1[CH2:37][CH2:36][NH:35][CH2:34][CH2:33]1. (4) Given the product [N:28]1([CH2:2][C:3]([NH:5][C:6]2[CH:11]=[CH:10][CH:9]=[C:8]([C:12]3[CH:21]=[N:20][C:19]4[C:14](=[CH:15][CH:16]=[CH:17][CH:18]=4)[N:13]=3)[CH:7]=2)=[O:4])[CH2:33][CH2:32][CH2:31][CH2:30][CH2:29]1, predict the reactants needed to synthesize it. The reactants are: Cl[CH2:2][C:3]([NH:5][C:6]1[CH:11]=[CH:10][CH:9]=[C:8]([C:12]2[CH:21]=[N:20][C:19]3[C:14](=[CH:15][CH:16]=[CH:17][CH:18]=3)[N:13]=2)[CH:7]=1)=[O:4].C([O-])([O-])=O.[K+].[K+].[NH:28]1[CH2:33][CH2:32][CH2:31][CH2:30][CH2:29]1.C(OCC)(=O)C. (5) Given the product [C:12]([C:9]1[CH:8]=[CH:7][C:6]([CH:2]2[O:1][CH2:5][CH2:4][O:3]2)=[CH:11][CH:10]=1)#[CH:13], predict the reactants needed to synthesize it. The reactants are: [O:1]1[CH2:5][CH2:4][O:3][CH:2]1[C:6]1[CH:11]=[CH:10][C:9]([C:12]#[C:13][Si](C)(C)C)=[CH:8][CH:7]=1.C(=O)([O-])[O-].[K+].[K+]. (6) The reactants are: [CH2:1]([O:8][C:9]1[CH:10]=[C:11](B(O)O)[CH:12]=[CH:13][C:14]=1[O:15][Si:16]([C:19]([CH3:22])([CH3:21])[CH3:20])([CH3:18])[CH3:17])[C:2]1[CH:7]=[CH:6][CH:5]=[CH:4][CH:3]=1.Br[C:27]1[N:32]=[CH:31][C:30]([CH:33]=[O:34])=[CH:29][CH:28]=1.C(=O)([O-])[O-].[K+].[K+].O. Given the product [CH2:1]([O:8][C:9]1[CH:10]=[C:11]([C:27]2[N:32]=[CH:31][C:30]([CH:33]=[O:34])=[CH:29][CH:28]=2)[CH:12]=[CH:13][C:14]=1[O:15][Si:16]([C:19]([CH3:22])([CH3:21])[CH3:20])([CH3:18])[CH3:17])[C:2]1[CH:7]=[CH:6][CH:5]=[CH:4][CH:3]=1, predict the reactants needed to synthesize it. (7) Given the product [C:22]([O:26][C:27](=[O:28])[N:8]([C:9]1[CH:10]=[CH:11][C:12]([C:15](=[O:17])[CH3:16])=[CH:13][N:14]=1)[CH2:7][C:6]1[CH:18]=[CH:19][C:3]([C:2]([F:1])([F:20])[F:21])=[CH:4][CH:5]=1)([CH3:25])([CH3:24])[CH3:23], predict the reactants needed to synthesize it. The reactants are: [F:1][C:2]([F:21])([F:20])[C:3]1[CH:19]=[CH:18][C:6]([CH2:7][NH:8][C:9]2[N:14]=[CH:13][C:12]([C:15](=[O:17])[CH3:16])=[CH:11][CH:10]=2)=[CH:5][CH:4]=1.[C:22]([O:26][C:27](O[C:27]([O:26][C:22]([CH3:25])([CH3:24])[CH3:23])=[O:28])=[O:28])([CH3:25])([CH3:24])[CH3:23].C(N(CC)C(C)C)(C)C. (8) Given the product [C:21]([O:20][C@@H:8]1[C@@H:7]([CH2:24][O:25][C:26](=[O:28])[CH3:27])[O:6][CH:5]2[CH:10]([N:11]=[C:12]([NH:14][CH3:15])[S:13]2)[C@H:9]1[O:16][C:17](=[O:19])[CH3:18])(=[O:23])[CH3:22], predict the reactants needed to synthesize it. The reactants are: C(O[C@H:5]1[C@H:10]([NH:11][C:12]([NH:14][CH3:15])=[S:13])[C@@H:9]([O:16][C:17](=[O:19])[CH3:18])[C@H:8]([O:20][C:21](=[O:23])[CH3:22])[C@@H:7]([CH2:24][O:25][C:26](=[O:28])[CH3:27])[O:6]1)(=O)C.Cl[Sn](Cl)(Cl)Cl.